This data is from Full USPTO retrosynthesis dataset with 1.9M reactions from patents (1976-2016). The task is: Predict the reactants needed to synthesize the given product. (1) Given the product [CH3:7][N:6]1[C:2]([C:17]([C:19]2[N:23]([CH3:24])[N:22]=[N:21][CH:20]=2)=[O:18])=[CH:3][N:4]=[C:5]1[CH3:8], predict the reactants needed to synthesize it. The reactants are: Br[C:2]1[N:6]([CH3:7])[C:5]([CH3:8])=[N:4][CH:3]=1.C([Li])CCC.CON(C)[C:17]([C:19]1[N:23]([CH3:24])[N:22]=[N:21][CH:20]=1)=[O:18].[Cl-].[NH4+]. (2) Given the product [CH2:8]([O:9][C:10](=[O:11])[CH:12]=[C:26]1[CH2:25][CH2:24][C:23]([N:22]([CH3:36])[CH3:21])([C:30]2[S:31][C:32]([F:35])=[CH:33][CH:34]=2)[CH2:28][CH2:27]1)[CH3:7], predict the reactants needed to synthesize it. The reactants are: C([O-])(C)(C)C.[K+].[CH3:7][CH2:8][O:9][C:10]([CH2:12]P(OCC)(OCC)=O)=[O:11].[CH3:21][N:22]([CH3:36])[C:23]1([C:30]2[S:31][C:32]([F:35])=[CH:33][CH:34]=2)[CH2:28][CH2:27][C:26](=O)[CH2:25][CH2:24]1.